From a dataset of CYP3A4 inhibition data for predicting drug metabolism from PubChem BioAssay. Regression/Classification. Given a drug SMILES string, predict its absorption, distribution, metabolism, or excretion properties. Task type varies by dataset: regression for continuous measurements (e.g., permeability, clearance, half-life) or binary classification for categorical outcomes (e.g., BBB penetration, CYP inhibition). Dataset: cyp3a4_veith. (1) The drug is Cc1cc2[nH]c(=O)c3ccccc3n2n1. The result is 0 (non-inhibitor). (2) The drug is COc1ccc(/C=N/NC(N)=S)cc1OC(=O)c1cccc2ccccc12. The result is 1 (inhibitor). (3) The drug is COc1cccc(Cn2c(=O)c(CCc3ccccc3)nc3cnc(OC)nc32)c1. The result is 1 (inhibitor).